This data is from Catalyst prediction with 721,799 reactions and 888 catalyst types from USPTO. The task is: Predict which catalyst facilitates the given reaction. Reactant: [CH3:1][O:2][CH2:3][C@H:4]([CH3:34])[O:5][C:6]1[CH:7]=[C:8]([CH:20]=[C:21]([C:23]2[NH:24][C:25]([C:28]3[O:29][C@@H:30]([CH3:33])[CH2:31][N:32]=3)=[CH:26][CH:27]=2)[CH:22]=1)[O:9][C:10]1[CH:11]=[CH:12][C:13]([C:16]([O:18]C)=[O:17])=[N:14][CH:15]=1.O.O.[OH-].[Li+].[Cl-].[NH4+]. Product: [CH3:1][O:2][CH2:3][C@H:4]([CH3:34])[O:5][C:6]1[CH:7]=[C:8]([CH:20]=[C:21]([C:23]2[NH:24][C:25]([C:28]3[O:29][C@@H:30]([CH3:33])[CH2:31][N:32]=3)=[CH:26][CH:27]=2)[CH:22]=1)[O:9][C:10]1[CH:11]=[CH:12][C:13]([C:16]([OH:18])=[O:17])=[N:14][CH:15]=1. The catalyst class is: 5.